Dataset: Forward reaction prediction with 1.9M reactions from USPTO patents (1976-2016). Task: Predict the product of the given reaction. Given the reactants [F:1][C:2]1[C:7]([C:8]2[CH:13]=[CH:12][CH:11]=[C:10]([CH3:14])[CH:9]=2)=[C:6]([C:15]([C@@H:25]2[CH2:30][CH2:29][CH2:28][N:27]([C:31]([C:33]3[CH:38]=[CH:37][C:36]([CH:39]=O)=[CH:35][CH:34]=3)=[O:32])[CH2:26]2)([OH:24])[CH2:16][CH2:17][CH2:18][NH:19][C:20](=[O:23])[O:21][CH3:22])[CH:5]=[CH:4][CH:3]=1.C(N(CC)CC)C.Cl.[CH3:49][O:50][C:51](=[O:54])[CH2:52][NH2:53].C(O[BH-](OC(=O)C)OC(=O)C)(=O)C.[Na+].[OH-].[Na+], predict the reaction product. The product is: [F:1][C:2]1[C:7]([C:8]2[CH:13]=[CH:12][CH:11]=[C:10]([CH3:14])[CH:9]=2)=[C:6]([C:15]([C@@H:25]2[CH2:30][CH2:29][CH2:28][N:27]([C:31]([C:33]3[CH:38]=[CH:37][C:36]([CH2:39][NH:53][CH2:52][C:51]([O:50][CH3:49])=[O:54])=[CH:35][CH:34]=3)=[O:32])[CH2:26]2)([OH:24])[CH2:16][CH2:17][CH2:18][NH:19][C:20]([O:21][CH3:22])=[O:23])[CH:5]=[CH:4][CH:3]=1.